Dataset: Forward reaction prediction with 1.9M reactions from USPTO patents (1976-2016). Task: Predict the product of the given reaction. (1) Given the reactants [CH:1]1([C:7]2[CH:12]=[CH:11][C:10]([C:13]3[O:17][N:16]=[C:15]([C:18]4[CH:23]=[CH:22][C:21]([CH2:24][N:25]5[CH:29]=[CH:28][C:27]([C:30]([O:32]C)=[O:31])=[N:26]5)=[CH:20][CH:19]=4)[N:14]=3)=[CH:9][C:8]=2[C:34]([F:37])([F:36])[F:35])[CH2:6][CH2:5][CH2:4][CH2:3][CH2:2]1.[OH-].[Na+:39], predict the reaction product. The product is: [Na+:39].[CH:1]1([C:7]2[CH:12]=[CH:11][C:10]([C:13]3[O:17][N:16]=[C:15]([C:18]4[CH:23]=[CH:22][C:21]([CH2:24][N:25]5[CH:29]=[CH:28][C:27]([C:30]([O-:32])=[O:31])=[N:26]5)=[CH:20][CH:19]=4)[N:14]=3)=[CH:9][C:8]=2[C:34]([F:36])([F:37])[F:35])[CH2:2][CH2:3][CH2:4][CH2:5][CH2:6]1. (2) The product is: [C:18]([O:17][C:15]([C:12]1[CH:13]=[CH:14][C:9]([CH2:8][N:5]2[C:6]([CH3:7])=[C:2]([C:34]3[CH:33]=[CH:32][C:29]([C:30]#[N:31])=[C:28]([Cl:27])[CH:35]=3)[C:3]([C:22]([O:24][CH2:25][CH3:26])=[O:23])=[N:4]2)=[CH:10][CH:11]=1)=[O:16])([CH3:21])([CH3:20])[CH3:19]. Given the reactants Br[C:2]1[C:3]([C:22]([O:24][CH2:25][CH3:26])=[O:23])=[N:4][N:5]([CH2:8][C:9]2[CH:14]=[CH:13][C:12]([C:15]([O:17][C:18]([CH3:21])([CH3:20])[CH3:19])=[O:16])=[CH:11][CH:10]=2)[C:6]=1[CH3:7].[Cl:27][C:28]1[CH:35]=[C:34](B2OC(C)(C)C(C)(C)O2)[CH:33]=[CH:32][C:29]=1[C:30]#[N:31].C(N(CC)CC)C.[Cl-].[NH4+], predict the reaction product. (3) The product is: [Cl:23][C:22]1[C:4]2[N:3]=[C:2]([O:42][C:31]3[C:32]([Cl:41])=[CH:33][C:34]([O:36][C:37]([F:40])([F:38])[F:39])=[CH:35][C:30]=3[Cl:29])[N:6]([CH2:7][CH2:8][O:9][CH2:10][C:11]3[CH:16]=[CH:15][C:14]([O:17][CH3:18])=[CH:13][CH:12]=3)[C:5]=2[C:19]([CH:24]([CH2:27][CH3:28])[CH2:25][CH3:26])=[CH:20][CH:21]=1. Given the reactants Cl[C:2]1[N:6]([CH2:7][CH2:8][O:9][CH2:10][C:11]2[CH:16]=[CH:15][C:14]([O:17][CH3:18])=[CH:13][CH:12]=2)[C:5]2[C:19]([CH:24]([CH2:27][CH3:28])[CH2:25][CH3:26])=[CH:20][CH:21]=[C:22]([Cl:23])[C:4]=2[N:3]=1.[Cl:29][C:30]1[CH:35]=[C:34]([O:36][C:37]([F:40])([F:39])[F:38])[CH:33]=[C:32]([Cl:41])[C:31]=1[OH:42].C(=O)([O-])[O-].[K+].[K+], predict the reaction product. (4) The product is: [F:29][C:25]1[CH:24]=[C:23]([CH:28]=[CH:27][CH:26]=1)[CH2:22][N:18]1[C:19]2[C:15](=[CH:14][C:13]([NH:12][C:4]3[C:3]4[C:8](=[CH:9][CH:10]=[CH:11][C:2]=4[O:32][C@@H:31]([CH3:33])[C:30]([O:35][CH3:36])=[O:34])[N:7]=[CH:6][N:5]=3)=[CH:21][CH:20]=2)[CH:16]=[N:17]1. Given the reactants F[C:2]1[CH:11]=[CH:10][CH:9]=[C:8]2[C:3]=1[C:4]([NH:12][C:13]1[CH:14]=[C:15]3[C:19](=[CH:20][CH:21]=1)[N:18]([CH2:22][C:23]1[CH:28]=[CH:27][CH:26]=[C:25]([F:29])[CH:24]=1)[N:17]=[CH:16]3)=[N:5][CH:6]=[N:7]2.[C:30]([O:35][CH3:36])(=[O:34])[C@@H:31]([CH3:33])[OH:32], predict the reaction product. (5) Given the reactants [F:1][C:2]1[CH:3]=[C:4]([C:8]2[CH:13]=[CH:12][C:11]([F:14])=[C:10]([C:15]([NH:17][C:18]3[CH:19]=[C:20]([CH:26]=[CH:27][CH:28]=3)[CH:21]=[CH:22][C:23]([OH:25])=[O:24])=[O:16])[CH:9]=2)[CH:5]=[CH:6][CH:7]=1.[C:29]1(C)C=CC(S(O)(=O)=O)=CC=1, predict the reaction product. The product is: [F:1][C:2]1[CH:3]=[C:4]([C:8]2[CH:13]=[CH:12][C:11]([F:14])=[C:10]([C:15]([NH:17][C:18]3[CH:19]=[C:20]([CH:26]=[CH:27][CH:28]=3)[CH:21]=[CH:22][C:23]([O:25][CH3:29])=[O:24])=[O:16])[CH:9]=2)[CH:5]=[CH:6][CH:7]=1. (6) Given the reactants [CH2:1]([O:8][C:9]([N:11]1[CH2:16][C@H:15]([NH:17][C:18]([O:20][C:21]([CH3:24])([CH3:23])[CH3:22])=[O:19])[CH2:14][C@H:13](C(O)=O)[CH2:12]1)=[O:10])[C:2]1[CH:7]=[CH:6][CH:5]=[CH:4][CH:3]=1.C1C=CC(P(N=[N+]=[N-])(C2C=CC=CC=2)=[O:35])=CC=1.CC[N:47]([CH:51](C)C)C(C)C.[CH3:54][C:55]([OH:58])([CH3:57])[CH3:56], predict the reaction product. The product is: [C:55]([O:58][C:51]([NH:47][C@H:13]1[CH2:14][C@@H:15]([NH:17][C:18]([O:20][C:21]([CH3:23])([CH3:22])[CH3:24])=[O:19])[CH2:16][N:11]([C:9]([O:8][CH2:1][C:2]2[CH:7]=[CH:6][CH:5]=[CH:4][CH:3]=2)=[O:10])[CH2:12]1)=[O:35])([CH3:57])([CH3:56])[CH3:54].